This data is from Reaction yield outcomes from USPTO patents with 853,638 reactions. The task is: Predict the reaction yield, written as a fraction of the theoretical maximum amount of product (1.0 means a 100% yield; for example, 0.34 means a 34% yield). (1) The yield is 0.630. The reactants are [CH:1]([NH:4][C:5]([C:7]1[C:15]2[C:10](=[N:11][CH:12]=[C:13]([C:16]3[C:24]4[C:19](=[CH:20][C:21]([F:25])=[CH:22][CH:23]=4)[N:18]([CH:26]4[CH2:29][NH:28][CH2:27]4)[N:17]=3)[N:14]=2)[N:9](COCC[Si](C)(C)C)[CH:8]=1)=[O:6])([CH3:3])[CH3:2].C(O)(C(F)(F)F)=O.C(N)CN. The catalyst is C(Cl)Cl. The product is [CH:1]([NH:4][C:5]([C:7]1[C:15]2[C:10](=[N:11][CH:12]=[C:13]([C:16]3[C:24]4[C:19](=[CH:20][C:21]([F:25])=[CH:22][CH:23]=4)[N:18]([CH:26]4[CH2:27][NH:28][CH2:29]4)[N:17]=3)[N:14]=2)[NH:9][CH:8]=1)=[O:6])([CH3:3])[CH3:2]. (2) The reactants are [NH2:1][CH2:2][C:3]([NH:5][CH2:6][C:7]1[N:8]=[C:9]([NH:12][C:13]([NH:15][C:16]2[CH:21]=[CH:20][C:19]([CH3:22])=[CH:18][C:17]=2[C:23]([CH:25]2[CH2:29][CH2:28][CH2:27][CH2:26]2)=[O:24])=[O:14])[S:10][CH:11]=1)=[O:4].Br[CH2:31][C:32]([O:34][CH3:35])=[O:33]. The catalyst is C1COCC1. The product is [CH3:35][O:34][C:32](=[O:33])[CH2:31][NH:1][CH2:2][C:3](=[O:4])[NH:5][CH2:6][C:7]1[N:8]=[C:9]([NH:12][C:13]([NH:15][C:16]2[CH:21]=[CH:20][C:19]([CH3:22])=[CH:18][C:17]=2[C:23]([CH:25]2[CH2:29][CH2:28][CH2:27][CH2:26]2)=[O:24])=[O:14])[S:10][CH:11]=1. The yield is 0.880. (3) The reactants are Cl.[NH:2]1[CH2:7][CH2:6][CH:5]([C:8]2[C:9]([O:14][CH:15]3[CH2:18][N:17]([C:19]4[CH:28]=[CH:27][C:26]5[C:21](=[CH:22][CH:23]=[CH:24][CH:25]=5)[N:20]=4)[CH2:16]3)=[N:10][CH:11]=[CH:12][N:13]=2)[CH2:4][CH2:3]1.CCN(CC)CC.[C:36](Cl)(=[O:39])[O:37][CH3:38]. The catalyst is C(Cl)Cl. The product is [N:20]1[C:21]2[C:26](=[CH:25][CH:24]=[CH:23][CH:22]=2)[CH:27]=[CH:28][C:19]=1[N:17]1[CH2:18][CH:15]([O:14][C:9]2[C:8]([CH:5]3[CH2:6][CH2:7][N:2]([C:36]([O:37][CH3:38])=[O:39])[CH2:3][CH2:4]3)=[N:13][CH:12]=[CH:11][N:10]=2)[CH2:16]1. The yield is 0.790. (4) The reactants are [H-].[Na+].[C:3]1([CH3:17])[CH:8]=[CH:7][CH:6]=[CH:5][C:4]=1[NH:9][C:10]([C:12]1[NH:13][CH:14]=[CH:15][N:16]=1)=[O:11].S([O-])([O-])(=O)=S.[Na+].[Na+].C[N:26](C=O)C. No catalyst specified. The product is [NH2:26][N:16]1[CH:15]=[CH:14][N:13]=[C:12]1[C:10]([NH:9][C:4]1[CH:5]=[CH:6][CH:7]=[CH:8][C:3]=1[CH3:17])=[O:11]. The yield is 0.550. (5) The reactants are [NH2:1][C:2]1[CH:10]=[C:9]([O:11][CH3:12])[CH:8]=[C:7]([O:13][CH3:14])[C:3]=1[C:4]([NH2:6])=[O:5].[F:15][C:16]1[CH:23]=[CH:22][CH:21]=[CH:20][C:17]=1[CH:18]=O.S(=O)(O)[O-].[Na+]. The catalyst is CN(C)C(=O)C. The product is [F:15][C:16]1[CH:23]=[CH:22][CH:21]=[CH:20][C:17]=1[C:18]1[NH:6][C:4](=[O:5])[C:3]2[C:2](=[CH:10][C:9]([O:11][CH3:12])=[CH:8][C:7]=2[O:13][CH3:14])[N:1]=1. The yield is 0.500.